This data is from M1 muscarinic receptor antagonist screen with 61,756 compounds. The task is: Binary Classification. Given a drug SMILES string, predict its activity (active/inactive) in a high-throughput screening assay against a specified biological target. (1) The molecule is O=C(Nc1c(c2ccccc2)cccc1)c1nccnc1. The result is 0 (inactive). (2) The compound is O(C(=O)c1ccc(cc1)/C=N/n1c(nnc1C)C)C. The result is 0 (inactive). (3) The compound is o1nc(c2CCc3c(c12)cccc3)C(=O)N1CCCc2c1cccc2. The result is 0 (inactive).